Dataset: Full USPTO retrosynthesis dataset with 1.9M reactions from patents (1976-2016). Task: Predict the reactants needed to synthesize the given product. (1) The reactants are: [OH:1][CH:2]([C:16]1[CH:21]=[CH:20][C:19]([O:22][CH3:23])=[CH:18][CH:17]=1)[C:3]#[C:4][C:5]1([OH:15])[CH2:14][CH2:13][C:8]2([O:12][CH2:11][CH2:10][O:9]2)[CH2:7][CH2:6]1. Given the product [OH:15][C:5]1([C:4]#[C:3][C:2]([C:16]2[CH:21]=[CH:20][C:19]([O:22][CH3:23])=[CH:18][CH:17]=2)=[O:1])[CH2:14][CH2:13][C:8]2([O:12][CH2:11][CH2:10][O:9]2)[CH2:7][CH2:6]1, predict the reactants needed to synthesize it. (2) Given the product [OH:1][C:2]1[CH:7]=[CH:6][CH:5]=[CH:4][C:3]=1[CH2:8][C:9]([O:11][CH2:13][CH3:14])=[O:10], predict the reactants needed to synthesize it. The reactants are: [OH:1][C:2]1[CH:7]=[CH:6][CH:5]=[CH:4][C:3]=1[CH2:8][C:9]([OH:11])=[O:10].O.[C:13]1(C)C=CC(S(O)(=O)=O)=C[CH:14]=1.